From a dataset of Reaction yield outcomes from USPTO patents with 853,638 reactions. Predict the reaction yield, written as a fraction of the theoretical maximum amount of product (1.0 means a 100% yield; for example, 0.34 means a 34% yield). (1) The reactants are [Cl:1][C:2]1[CH:3]=[CH:4][CH:5]=[C:6]2[C:11]=1[C:10]([NH:12][C@H:13]1[CH2:17][CH2:16][N:15]([C:18]([O:20][C:21]([CH3:24])([CH3:23])[CH3:22])=[O:19])[CH2:14]1)=[N:9][C:8]([C:25]([NH:27][NH2:28])=[NH:26])=[CH:7]2.C1N=CN([C:34](N2C=NC=C2)=[O:35])C=1. The catalyst is O1CCOCC1. The product is [Cl:1][C:2]1[CH:3]=[CH:4][CH:5]=[C:6]2[C:11]=1[C:10]([NH:12][C@H:13]1[CH2:17][CH2:16][N:15]([C:18]([O:20][C:21]([CH3:23])([CH3:24])[CH3:22])=[O:19])[CH2:14]1)=[N:9][C:8]([C:25]1[NH:26][C:34](=[O:35])[NH:28][N:27]=1)=[CH:7]2. The yield is 0.450. (2) The reactants are [NH2:1][C:2]1[N:7]=[C:6]([C:8]([O:10][CH2:11][CH3:12])=[O:9])[CH:5]=[CH:4][CH:3]=1.[C:13](O[C:13]([O:15][C:16]([CH3:19])([CH3:18])[CH3:17])=[O:14])([O:15][C:16]([CH3:19])([CH3:18])[CH3:17])=[O:14]. The catalyst is CN(C1C=CN=CC=1)C.C1COCC1. The product is [C:16]([O:15][C:13]([NH:1][C:2]1[N:7]=[C:6]([C:8]([O:10][CH2:11][CH3:12])=[O:9])[CH:5]=[CH:4][CH:3]=1)=[O:14])([CH3:19])([CH3:18])[CH3:17]. The yield is 1.00.